From a dataset of Reaction yield outcomes from USPTO patents with 853,638 reactions. Predict the reaction yield, written as a fraction of the theoretical maximum amount of product (1.0 means a 100% yield; for example, 0.34 means a 34% yield). (1) The reactants are [F:1][C:2]([F:24])([C:10]([F:23])([F:22])[CH2:11][O:12][CH2:13][CH2:14][CH2:15][C:16]1[CH:21]=[CH:20][CH:19]=[CH:18][CH:17]=1)[CH2:3][CH2:4][C:5](OCC)=[O:6].FC(F)(CCC1C=CC=CC=1)CO. No catalyst specified. The product is [F:1][C:2]([F:24])([C:10]([F:22])([F:23])[CH2:11][O:12][CH2:13][CH2:14][CH2:15][C:16]1[CH:17]=[CH:18][CH:19]=[CH:20][CH:21]=1)[CH2:3][CH2:4][CH2:5][OH:6]. The yield is 0.820. (2) The reactants are [Cl-].O[NH3+:3].[C:4](=[O:7])([O-])[OH:5].[Na+].CS(C)=O.[Si]([O:20][C:21]1([CH2:24][O:25][C@H:26]2[CH2:31][CH2:30][C@H:29]([N:32]3[C:37](=[O:38])[C:36]([CH2:39][C:40]4[CH:45]=[CH:44][C:43]([C:46]5[C:47]([C:52]#[N:53])=[CH:48][CH:49]=[CH:50][CH:51]=5)=[CH:42][CH:41]=4)=[C:35]([CH2:54][CH2:55][CH3:56])[N:34]4[N:57]=[C:58]([CH3:60])[N:59]=[C:33]34)[CH2:28][CH2:27]2)[CH2:23][CH2:22]1)(C(C)(C)C)(C)C. The catalyst is O.C(OCC)(=O)C. The product is [OH:20][C:21]1([CH2:24][O:25][C@H:26]2[CH2:27][CH2:28][C@H:29]([N:32]3[C:37](=[O:38])[C:36]([CH2:39][C:40]4[CH:41]=[CH:42][C:43]([C:46]5[CH:51]=[CH:50][CH:49]=[CH:48][C:47]=5[C:52]5[NH:3][C:4](=[O:7])[O:5][N:53]=5)=[CH:44][CH:45]=4)=[C:35]([CH2:54][CH2:55][CH3:56])[N:34]4[N:57]=[C:58]([CH3:60])[N:59]=[C:33]34)[CH2:30][CH2:31]2)[CH2:23][CH2:22]1. The yield is 0.350. (3) The reactants are [NH2:1][C:2]1[CH:3]=[N:4][C:5]2[C:10]([C:11]=1[OH:12])=[CH:9][C:8]([Br:13])=[CH:7][CH:6]=2.C(=O)([O-])[O-].[K+].[K+].Cl[CH2:21][C:22](Cl)=[O:23]. The catalyst is CN(C)C=O. The product is [Br:13][C:8]1[CH:7]=[CH:6][C:5]2[N:4]=[CH:3][C:2]3[NH:1][C:22](=[O:23])[CH2:21][O:12][C:11]=3[C:10]=2[CH:9]=1. The yield is 0.570. (4) The reactants are CO[C:3](=[O:27])[C:4]1[CH:9]=[CH:8][CH:7]=[C:6]([C:10]2[CH:11]=[C:12]3[C:18]([C:19]4[CH:24]=[CH:23][CH:22]=[CH:21][C:20]=4[O:25][CH3:26])=[N:17][NH:16][C:13]3=[N:14][CH:15]=2)[CH:5]=1.[NH:28]1[CH2:32][CH2:31][CH2:30][CH2:29]1. No catalyst specified. The product is [CH3:26][O:25][C:20]1[CH:21]=[CH:22][CH:23]=[CH:24][C:19]=1[C:18]1[C:12]2[C:13](=[N:14][CH:15]=[C:10]([C:6]3[CH:5]=[C:4]([C:3]([N:28]4[CH2:32][CH2:31][CH2:30][CH2:29]4)=[O:27])[CH:9]=[CH:8][CH:7]=3)[CH:11]=2)[NH:16][N:17]=1. The yield is 0.670. (5) The reactants are [CH3:1][C:2]1[C:6]2[C:7](=[O:18])[N:8]([CH2:11][CH2:12][N:13]3[CH2:17][CH2:16][CH2:15][CH2:14]3)[CH2:9][CH2:10][C:5]=2[NH:4][C:3]=1[CH:19]=O.[F:21][C:22]1[CH:23]=[C:24]2[C:28](=[CH:29][CH:30]=1)[NH:27][C:26](=[O:31])[CH2:25]2.N1CCCCC1. The catalyst is C(O)C. The product is [F:21][C:22]1[CH:23]=[C:24]2[C:28](=[CH:29][CH:30]=1)[NH:27][C:26](=[O:31])[C:25]2=[CH:19][C:3]1[NH:4][C:5]2[CH2:10][CH2:9][N:8]([CH2:11][CH2:12][N:13]3[CH2:14][CH2:15][CH2:16][CH2:17]3)[C:7](=[O:18])[C:6]=2[C:2]=1[CH3:1]. The yield is 0.0740. (6) The reactants are [Br:1][C:2]1[CH:7]=[CH:6][C:5]([OH:8])=[CH:4][CH:3]=1.[H-].[Na+].Br[C:12]1[C:13]2[CH:29]=[CH:28][C:27]([O:30][CH3:31])=[CH:26][C:14]=2[S:15](=[O:25])[C:16]=1[C:17]1[CH:22]=[CH:21][C:20]([O:23][CH3:24])=[CH:19][CH:18]=1. The catalyst is CN(C=O)C. The product is [Br:1][C:2]1[CH:7]=[CH:6][C:5]([O:8][C:12]2[C:13]3[CH:29]=[CH:28][C:27]([O:30][CH3:31])=[CH:26][C:14]=3[S:15](=[O:25])[C:16]=2[C:17]2[CH:22]=[CH:21][C:20]([O:23][CH3:24])=[CH:19][CH:18]=2)=[CH:4][CH:3]=1. The yield is 0.870. (7) The reactants are [NH2:1][C@@H:2]([CH3:18])[CH2:3][N:4]1[CH:8]=[CH:7][C:6]([C:9]2[CH:16]=[CH:15][C:12]([C:13]#[N:14])=[C:11]([Cl:17])[CH:10]=2)=[N:5]1.[CH3:19][N:20]1[CH:24]=[C:23]([C:25](O)=[O:26])[N:22]=[CH:21]1. No catalyst specified. The product is [Cl:17][C:11]1[CH:10]=[C:9]([C:6]2[CH:7]=[CH:8][N:4]([CH2:3][C@@H:2]([NH:1][C:25]([C:23]3[N:22]=[CH:21][N:20]([CH3:19])[CH:24]=3)=[O:26])[CH3:18])[N:5]=2)[CH:16]=[CH:15][C:12]=1[C:13]#[N:14]. The yield is 0.430. (8) The reactants are [Cl:1][C:2]1[CH:3]=[CH:4][C:5]2[O:14][CH2:13][CH2:12][C:11]3[CH:10]=[C:9]([C:15](O)=[O:16])[S:8][C:7]=3[C:6]=2[N:18]=1.C([N:22](CC)C(C)C)(C)C.[Cl-].[NH4+].CN(C(ON1N=NC2C=CC=NC1=2)=[N+](C)C)C.F[P-](F)(F)(F)(F)F.C(=O)(O)[O-].[Na+]. The catalyst is CN(C)C=O. The product is [Cl:1][C:2]1[CH:3]=[CH:4][C:5]2[O:14][CH2:13][CH2:12][C:11]3[CH:10]=[C:9]([C:15]([NH2:22])=[O:16])[S:8][C:7]=3[C:6]=2[N:18]=1. The yield is 0.940.